This data is from Reaction yield outcomes from USPTO patents with 853,638 reactions. The task is: Predict the reaction yield, written as a fraction of the theoretical maximum amount of product (1.0 means a 100% yield; for example, 0.34 means a 34% yield). The reactants are [CH2:1]([O:8][C:9]1[C:14](=[O:15])[CH:13]=[C:12]([CH3:16])[O:11][C:10]=1[C:17]([OH:19])=O)[C:2]1[CH:7]=[CH:6][CH:5]=[CH:4][CH:3]=1.C(N1C=CN=C1)(N1C=CN=C1)=O.Cl.[CH:33]1([NH2:37])[CH2:36][CH2:35][CH2:34]1.CCN(CC)CC. The catalyst is CN(C=O)C. The product is [CH2:1]([O:8][C:9]1[C:14](=[O:15])[CH:13]=[C:12]([CH3:16])[O:11][C:10]=1[C:17]([NH:37][CH:33]1[CH2:36][CH2:35][CH2:34]1)=[O:19])[C:2]1[CH:3]=[CH:4][CH:5]=[CH:6][CH:7]=1. The yield is 0.916.